Dataset: Peptide-MHC class I binding affinity with 185,985 pairs from IEDB/IMGT. Task: Regression. Given a peptide amino acid sequence and an MHC pseudo amino acid sequence, predict their binding affinity value. This is MHC class I binding data. (1) The peptide sequence is NMSRHLFYS. The MHC is HLA-A68:02 with pseudo-sequence HLA-A68:02. The binding affinity (normalized) is 0.122. (2) The peptide sequence is RAHKYQVPSL. The MHC is Mamu-B03 with pseudo-sequence Mamu-B03. The binding affinity (normalized) is 0.316. (3) The peptide sequence is MPAYIRNTL. The MHC is HLA-B15:09 with pseudo-sequence HLA-B15:09. The binding affinity (normalized) is 0.0847. (4) The peptide sequence is TTGRTSLPK. The MHC is HLA-A11:01 with pseudo-sequence HLA-A11:01. The binding affinity (normalized) is 0.309. (5) The peptide sequence is RPRCAYLPF. The MHC is HLA-B07:02 with pseudo-sequence HLA-B07:02. The binding affinity (normalized) is 0.770. (6) The peptide sequence is LPVCAFSSA. The MHC is HLA-B07:02 with pseudo-sequence HLA-B07:02. The binding affinity (normalized) is 0.561. (7) The MHC is HLA-B40:02 with pseudo-sequence HLA-B40:02. The binding affinity (normalized) is 0.368. The peptide sequence is FQILHDRFF. (8) The peptide sequence is SEILRTLGF. The MHC is HLA-B44:02 with pseudo-sequence HLA-B44:02. The binding affinity (normalized) is 0.729. (9) The peptide sequence is RMYNPTNIL. The MHC is HLA-A02:03 with pseudo-sequence HLA-A02:03. The binding affinity (normalized) is 0.574.